The task is: Predict the product of the given reaction.. This data is from Forward reaction prediction with 1.9M reactions from USPTO patents (1976-2016). (1) Given the reactants [CH3:1][O:2][C:3]1[C:4]([N+:11]([O-])=O)=[N:5][CH:6]=[C:7]([S:9][CH3:10])[CH:8]=1.[Sn](Cl)Cl, predict the reaction product. The product is: [CH3:1][O:2][C:3]1[C:4]([NH2:11])=[N:5][CH:6]=[C:7]([S:9][CH3:10])[CH:8]=1. (2) Given the reactants [CH2:1]([C:3]1[S:7][C:6]([C:8]([OH:10])=[O:9])=[CH:5][CH:4]=1)[CH3:2].S1C=CC=[C:12]1C(O)=O.ICCC, predict the reaction product. The product is: [CH2:1]([C:3]1[S:7][C:6]([C:8]([OH:10])=[O:9])=[CH:5][CH:4]=1)[CH2:2][CH3:12]. (3) Given the reactants [C:1]([C:4]1[N:5]=[C:6]([C:21]#[N:22])[C:7]2[C:12]([C:13]=1[C:14]1[CH:19]=[CH:18][CH:17]=[C:16]([F:20])[CH:15]=1)=[CH:11][CH:10]=[CH:9][CH:8]=2)(=O)[CH3:2].C([O-])(=O)C.[NH4+].C([BH3-])#[N:29].[Na+], predict the reaction product. The product is: [NH2:29][CH:1]([C:4]1[N:5]=[C:6]([C:21]#[N:22])[C:7]2[C:12]([C:13]=1[C:14]1[CH:19]=[CH:18][CH:17]=[C:16]([F:20])[CH:15]=1)=[CH:11][CH:10]=[CH:9][CH:8]=2)[CH3:2]. (4) Given the reactants C(N(CC)CC)C.[CH3:8][O:9][C:10]1[C:11]([C:19]2[CH:24]=[CH:23][CH:22]=[CH:21][CH:20]=2)=[CH:12][N:13]2[C:18]=1[CH:17]=[CH:16][CH:15]=[CH:14]2.[O:25]=[C:26]1[C:31]2[CH:32]=[C:33]([C:36](O)=[O:37])[CH:34]=[CH:35][C:30]=2[N:29]=[C:28]([C:39]2[CH:44]=[CH:43][CH:42]=[CH:41][CH:40]=2)[O:27]1, predict the reaction product. The product is: [CH3:8][O:9][C:10]1[C:11]([C:19]2[CH:24]=[CH:23][CH:22]=[CH:21][CH:20]=2)=[C:12]([C:36]([C:33]2[CH:34]=[CH:35][C:30]3[N:29]=[C:28]([C:39]4[CH:44]=[CH:43][CH:42]=[CH:41][CH:40]=4)[O:27][C:26](=[O:25])[C:31]=3[CH:32]=2)=[O:37])[N:13]2[C:18]=1[CH:17]=[CH:16][CH:15]=[CH:14]2. (5) Given the reactants [NH2:1][C:2]1[C:3]([C:16]([O:18][CH2:19][CH3:20])=[O:17])=[N:4][CH:5]=[C:6]([CH2:8][C:9]2[CH:14]=[CH:13][C:12]([F:15])=[CH:11][CH:10]=2)[CH:7]=1.[O:21]=[C:22]1[CH2:28][CH2:27][CH2:26][CH2:25][CH2:24][N:23]1[CH2:29][CH2:30][CH:31]=O, predict the reaction product. The product is: [F:15][C:12]1[CH:11]=[CH:10][C:9]([CH2:8][C:6]2[CH:7]=[C:2]([NH:1][CH2:31][CH2:30][CH2:29][N:23]3[CH2:24][CH2:25][CH2:26][CH2:27][CH2:28][C:22]3=[O:21])[C:3]([C:16]([O:18][CH2:19][CH3:20])=[O:17])=[N:4][CH:5]=2)=[CH:14][CH:13]=1. (6) Given the reactants C([O:8][C:9]1[CH:10]=[CH:11][C:12]2[N:13]([N:18]=[CH:19][C:20]=2[C:21]([O:23][CH3:24])=[O:22])[C:14]=1[CH2:15][O:16][CH3:17])C1C=CC=CC=1, predict the reaction product. The product is: [OH:8][C:9]1[CH:10]=[CH:11][C:12]2[N:13]([N:18]=[CH:19][C:20]=2[C:21]([O:23][CH3:24])=[O:22])[C:14]=1[CH2:15][O:16][CH3:17]. (7) Given the reactants [CH2:1]([O:3][C:4](=[O:21])[C:5]1[CH:10]=[CH:9][CH:8]=[C:7]([CH2:11][C:12]2[C:13](O)=[N:14][C:15]([NH2:19])=[N:16][C:17]=2[CH3:18])[CH:6]=1)[CH3:2].P(Cl)(Cl)([Cl:24])=O, predict the reaction product. The product is: [CH2:1]([O:3][C:4](=[O:21])[C:5]1[CH:10]=[CH:9][CH:8]=[C:7]([CH2:11][C:12]2[C:13]([Cl:24])=[N:14][C:15]([NH2:19])=[N:16][C:17]=2[CH3:18])[CH:6]=1)[CH3:2]. (8) Given the reactants [Cl:1][C:2]1[CH:7]=[CH:6][CH:5]=[CH:4][C:3]=1[NH:8][C:9](NC1C=C2C(=CC=1)N(CCC)NC2=O)=[O:10].C(N1C2C(=CC([N+]([O-])=O)=CC=2)C(=O)N1)C=C, predict the reaction product. The product is: [Cl:1][C:2]1[CH:7]=[CH:6][CH:5]=[CH:4][C:3]=1[N:8]=[C:9]=[O:10].